Dataset: Full USPTO retrosynthesis dataset with 1.9M reactions from patents (1976-2016). Task: Predict the reactants needed to synthesize the given product. Given the product [NH2:17][S:47]([C:39]1[CH:40]=[C:41]([CH:45]=[CH:46][C:38]=1[Cl:37])[C:42]([NH:14][C@H:7]([C@@H:3]1[CH2:4][CH2:5][CH2:6][N:2]1[CH3:1])[C:8]1[CH:13]=[CH:12][CH:11]=[CH:10][CH:9]=1)=[O:43])(=[O:49])=[O:48], predict the reactants needed to synthesize it. The reactants are: [CH3:1][N:2]1[CH2:6][CH2:5][CH2:4][C@H:3]1[C@@H:7]([NH2:14])[C:8]1[CH:13]=[CH:12][CH:11]=[CH:10][CH:9]=1.Cl.C[N:17](C)CCCN=C=NCC.OC1C2N=NNC=2C=CC=1.[Cl:37][C:38]1[C:39](=[S:47](=[O:49])=[O:48])[CH2:40][C:41](=[CH:45][CH:46]=1)[C:42](O)=[O:43].